Dataset: Catalyst prediction with 721,799 reactions and 888 catalyst types from USPTO. Task: Predict which catalyst facilitates the given reaction. Reactant: Cl[C:2](Cl)([O:4]C(=O)OC(Cl)(Cl)Cl)Cl.[F:13][C:14]1[C:19]([O:20][CH3:21])=[CH:18][C:17]([O:22][CH3:23])=[C:16]([F:24])[C:15]=1[NH:25][CH2:26][C:27]1[C:28]([NH:44][C:45]2[CH:50]=[CH:49][CH:48]=[CH:47][C:46]=2[F:51])=[C:29]([CH3:43])[C:30]([NH:33][CH2:34][C:35]2[CH:40]=[CH:39][C:38]([O:41][CH3:42])=[CH:37][CH:36]=2)=[N:31][CH:32]=1.C(N(CC)C(C)C)(C)C.[OH-].[Na+]. Product: [F:13][C:14]1[C:19]([O:20][CH3:21])=[CH:18][C:17]([O:22][CH3:23])=[C:16]([F:24])[C:15]=1[N:25]1[CH2:26][C:27]2[CH:32]=[N:31][C:30]([NH:33][CH2:34][C:35]3[CH:36]=[CH:37][C:38]([O:41][CH3:42])=[CH:39][CH:40]=3)=[C:29]([CH3:43])[C:28]=2[N:44]([C:45]2[CH:50]=[CH:49][CH:48]=[CH:47][C:46]=2[F:51])[C:2]1=[O:4]. The catalyst class is: 7.